Dataset: Forward reaction prediction with 1.9M reactions from USPTO patents (1976-2016). Task: Predict the product of the given reaction. (1) The product is: [C:18]([C@@H:11]1[C:12]2[C:17](=[CH:16][CH:15]=[CH:14][CH:13]=2)[C@H:9]([NH:8][C:6](=[O:7])[C:5]2[CH:21]=[CH:22][CH:23]=[C:3]([C:2]([F:1])([F:25])[F:24])[CH:4]=2)[CH2:10]1)#[N:20]. Given the reactants [F:1][C:2]([F:25])([F:24])[C:3]1[CH:4]=[C:5]([CH:21]=[CH:22][CH:23]=1)[C:6]([NH:8][C@H:9]1[C:17]2[C:12](=[CH:13][CH:14]=[CH:15][CH:16]=2)[C@@H:11]([C:18]([NH2:20])=O)[CH2:10]1)=[O:7].FC(F)(F)C(OC(=O)C(F)(F)F)=O.N1C=CC=CC=1, predict the reaction product. (2) Given the reactants [CH3:1][C@@H:2]1[CH2:10][C:5]2([O:9][CH2:8][CH2:7][O:6]2)[CH2:4][C@@H:3]1[C:11]([NH:13][NH:14][C:15]1[N:16]=[C:17]2[CH:23]=[CH:22][N:21]([S:24]([C:27]3[CH:33]=[CH:32][C:30]([CH3:31])=[CH:29][CH:28]=3)(=[O:26])=[O:25])[C:18]2=[N:19][CH:20]=1)=O.S(Cl)(Cl)=O, predict the reaction product. The product is: [CH3:1][C@@H:2]1[CH2:10][C:5]2([O:6][CH2:7][CH2:8][O:9]2)[CH2:4][C@@H:3]1[C:11]1[N:16]2[C:17]3[CH:23]=[CH:22][N:21]([S:24]([C:27]4[CH:33]=[CH:32][C:30]([CH3:31])=[CH:29][CH:28]=4)(=[O:26])=[O:25])[C:18]=3[N:19]=[CH:20][C:15]2=[N:14][N:13]=1. (3) The product is: [C:24]([O:23][C:21](=[O:22])[NH:20][C@H:16]([C:17](=[O:19])[N:30]([O:29][CH3:28])[CH3:31])[CH2:15][CH2:14][CH2:13][CH2:12][NH:11][C:9]([O:8][CH2:1][C:2]1[CH:3]=[CH:4][CH:5]=[CH:6][CH:7]=1)=[O:10])([CH3:27])([CH3:26])[CH3:25]. Given the reactants [CH2:1]([O:8][C:9]([NH:11][CH2:12][CH2:13][CH2:14][CH2:15][C@H:16]([NH:20][C:21]([O:23][C:24]([CH3:27])([CH3:26])[CH3:25])=[O:22])[C:17]([OH:19])=O)=[O:10])[C:2]1[CH:7]=[CH:6][CH:5]=[CH:4][CH:3]=1.[CH3:28][O:29][NH:30][CH3:31].CCN=C=NCCCN(C)C.C1C=CC2N(O)N=NC=2C=1, predict the reaction product. (4) Given the reactants [F:1][C:2]1[CH:28]=[CH:27][CH:26]=[CH:25][C:3]=1[CH2:4][N:5]1[C:9]2=[N:10][CH:11]=[CH:12][CH:13]=[C:8]2[C:7]([C:14]2[N:19]=[C:18]3[NH:20][CH:21]=[N:22][C:23](=[O:24])[C:17]3=[CH:16][N:15]=2)=[N:6]1.Cl[C:30]1C(C(OC)=O)=CN=C(C2C3C(=NC=CC=3)N(CC3C=CC=CC=3F)N=2)N=1.Cl.C(N)(=N)C.C(N(CC)CC)C, predict the reaction product. The product is: [F:1][C:2]1[CH:28]=[CH:27][CH:26]=[CH:25][C:3]=1[CH2:4][N:5]1[C:9]2=[N:10][CH:11]=[CH:12][CH:13]=[C:8]2[C:7]([C:14]2[N:19]=[C:18]3[NH:20][C:21]([CH3:30])=[N:22][C:23](=[O:24])[C:17]3=[CH:16][N:15]=2)=[N:6]1.